Dataset: Forward reaction prediction with 1.9M reactions from USPTO patents (1976-2016). Task: Predict the product of the given reaction. (1) Given the reactants [F:1][C:2]([F:18])([F:17])[C:3]1[CH:8]=[CH:7][C:6]([NH:9][C:10]([C:12]2[CH:16]=[CH:15][NH:14][N:13]=2)=[O:11])=[CH:5][CH:4]=1.[N:19]([CH2:22][CH2:23][CH2:24][CH2:25][CH2:26][C:27]([O:29][CH2:30][CH3:31])=[O:28])=[C:20]=[O:21], predict the reaction product. The product is: [CH2:30]([O:29][C:27](=[O:28])[CH2:26][CH2:25][CH2:24][CH2:23][CH2:22][NH:19][C:20]([N:14]1[CH:15]=[CH:16][C:12]([C:10](=[O:11])[NH:9][C:6]2[CH:5]=[CH:4][C:3]([C:2]([F:1])([F:17])[F:18])=[CH:8][CH:7]=2)=[N:13]1)=[O:21])[CH3:31]. (2) Given the reactants Cl[C:2]1[N:3]=[C:4](Cl)[C:5]2[CH:10]=[CH:9][NH:8][C:6]=2[N:7]=1.[NH2:12][C:13]1[CH:21]=[C:20]2[C:16]([CH:17]=[N:18][NH:19]2)=[CH:15][CH:14]=1, predict the reaction product. The product is: [NH:19]1[C:20]2[C:16](=[CH:15][CH:14]=[C:13]([NH:12][C:2]3[N:3]=[C:4]([NH:12][C:13]4[CH:21]=[C:20]5[C:16]([CH:17]=[N:18][NH:19]5)=[CH:15][CH:14]=4)[C:5]4[CH:10]=[CH:9][NH:8][C:6]=4[N:7]=3)[CH:21]=2)[CH:17]=[N:18]1. (3) The product is: [CH2:1]([O:8][C:9](=[O:21])[NH:10][CH:11]1[CH2:18][CH2:17][CH:16]2[CH2:19][CH:12]1[CH2:13][CH2:14][CH:15]2[OH:20])[C:2]1[CH:7]=[CH:6][CH:5]=[CH:4][CH:3]=1. Given the reactants [CH2:1]([O:8][C:9](=[O:21])[NH:10][CH:11]1[CH2:18][CH2:17][CH:16]2[CH2:19][CH:12]1[CH2:13][CH2:14][C:15]2=[O:20])[C:2]1[CH:7]=[CH:6][CH:5]=[CH:4][CH:3]=1.[BH4-].[Na+].O.Cl, predict the reaction product.